From a dataset of Forward reaction prediction with 1.9M reactions from USPTO patents (1976-2016). Predict the product of the given reaction. (1) Given the reactants [Br:1][C:2]1[C:15]([O:16][CH3:17])=[CH:14][C:13]2[C:4](=[C:5]([O:18][C@H:19]3[CH2:23][N:22](C(OC(C)(C)C)=O)[C@H:21]([C:31]([OH:33])=[O:32])[CH2:20]3)[N:6]=[C:7]3[C:12]=2[CH2:11][CH2:10][CH2:9][CH2:8]3)[CH:3]=1.[ClH:34].[CH3:35][CH2:36]O, predict the reaction product. The product is: [ClH:34].[Br:1][C:2]1[C:15]([O:16][CH3:17])=[CH:14][C:13]2[C:4](=[C:5]([O:18][C@H:19]3[CH2:23][NH:22][C@H:21]([C:31]([O:33][CH2:35][CH3:36])=[O:32])[CH2:20]3)[N:6]=[C:7]3[C:12]=2[CH2:11][CH2:10][CH2:9][CH2:8]3)[CH:3]=1. (2) Given the reactants [F:1][C:2]1[CH:10]=[C:9]2[C:5]([C:6]([C:12]3[N:13]=[C:14]4[C:20]([C:21]([O:23]C)=[O:22])=[CH:19][N:18]([CH2:25][O:26][C:27](=[O:32])[C:28]([CH3:31])([CH3:30])[CH3:29])[C:15]4=[N:16][CH:17]=3)=[N:7][N:8]2[CH3:11])=[CH:4][CH:3]=1.[OH-].[K+].O.Cl, predict the reaction product. The product is: [F:1][C:2]1[CH:10]=[C:9]2[C:5]([C:6]([C:12]3[N:13]=[C:14]4[C:20]([C:21]([OH:23])=[O:22])=[CH:19][N:18]([CH2:25][O:26][C:27](=[O:32])[C:28]([CH3:30])([CH3:29])[CH3:31])[C:15]4=[N:16][CH:17]=3)=[N:7][N:8]2[CH3:11])=[CH:4][CH:3]=1. (3) Given the reactants [Br:1][C:2]1[CH:3]=[C:4]2[C:15](=[O:16])[C:14]3[C:9](=[CH:10][CH:11]=[C:12]([I:17])[CH:13]=3)[O:8][C:5]2=[N:6][CH:7]=1.[Br-].[CH2:19]([O:21][C:22](=[O:25])[CH2:23][Zn+])[CH3:20], predict the reaction product. The product is: [Br:1][C:2]1[CH:3]=[C:4]2[C:15]([CH2:23][C:22]([O:21][CH2:19][CH3:20])=[O:25])([OH:16])[C:14]3[C:9](=[CH:10][CH:11]=[C:12]([I:17])[CH:13]=3)[O:8][C:5]2=[N:6][CH:7]=1.